From a dataset of Forward reaction prediction with 1.9M reactions from USPTO patents (1976-2016). Predict the product of the given reaction. (1) Given the reactants Cl[C:2]1[N:7]=[CH:6][C:5]2[O:8][C:9]3[C:14]([C:15](=[O:16])[C:4]=2[CH:3]=1)=[CH:13][C:12]([C:17]1[C:18]([F:23])=[N:19][CH:20]=[CH:21][CH:22]=1)=[CH:11][CH:10]=3.[CH2:24]([OH:29])[C:25]([CH3:28])([CH3:27])[CH3:26].C(P(C(C)(C)C)C1C=CC2C(=CC=CC=2)C=1C1C2C(=CC=CC=2)C=CC=1)(C)(C)C.C(=O)([O-])[O-].[Cs+].[Cs+], predict the reaction product. The product is: [F:23][C:18]1[C:17]([C:12]2[CH:13]=[C:14]3[C:9](=[CH:10][CH:11]=2)[O:8][C:5]2[CH:6]=[N:7][C:2]([O:29][CH2:24][C:25]([CH3:28])([CH3:27])[CH3:26])=[CH:3][C:4]=2[C:15]3=[O:16])=[CH:22][CH:21]=[CH:20][N:19]=1. (2) Given the reactants O=[C:2]1[CH:7]([C:8]([O:10][CH2:11][CH3:12])=[O:9])[CH2:6][CH2:5][CH2:4][NH:3]1.F[B-](F)(F)F.C[O+](C)C.[CH3:22][O:23][C:24]1[CH:25]=[C:26]([CH:31]=[CH:32][C:33]=1[N:34]1[CH:38]=[C:37]([CH3:39])[N:36]=[CH:35]1)[C:27]([NH:29][NH2:30])=O, predict the reaction product. The product is: [CH3:22][O:23][C:24]1[CH:25]=[C:26]([C:27]2[N:3]3[CH2:4][CH2:5][CH2:6][CH:7]([C:8]([O:10][CH2:11][CH3:12])=[O:9])[C:2]3=[N:30][N:29]=2)[CH:31]=[CH:32][C:33]=1[N:34]1[CH:38]=[C:37]([CH3:39])[N:36]=[CH:35]1.